This data is from Forward reaction prediction with 1.9M reactions from USPTO patents (1976-2016). The task is: Predict the product of the given reaction. (1) Given the reactants [CH3:1][C:2]([CH3:14])([CH3:13])[C:3]([NH:5][C:6]1[CH:11]=[C:10]([CH3:12])[CH:9]=[CH:8][N:7]=1)=[O:4].O.C(Cl)[Cl:17], predict the reaction product. The product is: [Cl:17][C:9]1[C:10]([CH3:12])=[CH:11][C:6]([NH:5][C:3](=[O:4])[C:2]([CH3:14])([CH3:13])[CH3:1])=[N:7][CH:8]=1. (2) The product is: [NH2:35][C@H:20]([C@@H:21]([OH:34])[CH2:22][C@H:23]([C:27](=[O:33])[NH:28][CH2:29][CH2:30][CH2:31][CH3:32])[CH:24]([CH3:26])[CH3:25])[CH2:19][C@@H:18]([CH:43]([CH3:44])[CH3:45])[CH2:17][NH:16][C:15]([C:12]1[CH:13]=[CH:14][C:9]([O:8][CH2:7][C:6]([OH:54])=[O:5])=[CH:10][C:11]=1[O:47][CH2:48][CH2:49][CH2:50][CH2:51][O:52][CH3:53])=[O:46]. Given the reactants C([O:5][C:6](=[O:54])[CH2:7][O:8][C:9]1[CH:14]=[CH:13][C:12]([C:15](=[O:46])[NH:16][CH2:17][C@H:18]([CH:43]([CH3:45])[CH3:44])[CH2:19][C@H:20]([NH:35]C(OC(C)(C)C)=O)[C@@H:21]([OH:34])[CH2:22][C@H:23]([C:27](=[O:33])[NH:28][CH2:29][CH2:30][CH2:31][CH3:32])[CH:24]([CH3:26])[CH3:25])=[C:11]([O:47][CH2:48][CH2:49][CH2:50][CH2:51][O:52][CH3:53])[CH:10]=1)(C)(C)C.Cl, predict the reaction product. (3) Given the reactants [C:1]([O:5][C:6]([NH:8][CH:9]1[CH2:14][CH2:13][CH:12]([C:15]([OH:17])=O)[CH2:11][CH2:10]1)=[O:7])([CH3:4])([CH3:3])[CH3:2].[NH2:18][C:19]1[S:20][C:21]([S:24][CH2:25][C:26]2[O:27][C:28]([C:31]([CH3:34])([CH3:33])[CH3:32])=[CH:29][N:30]=2)=[CH:22][N:23]=1.Cl.CN(C)CCCN=C=NCC, predict the reaction product. The product is: [C:1]([O:5][C:6]([NH:8][CH:9]1[CH2:10][CH2:11][CH:12]([C:15]([NH:18][C:19]2[S:20][C:21]([S:24][CH2:25][C:26]3[O:27][C:28]([C:31]([CH3:34])([CH3:33])[CH3:32])=[CH:29][N:30]=3)=[CH:22][N:23]=2)=[O:17])[CH2:13][CH2:14]1)=[O:7])([CH3:2])([CH3:3])[CH3:4]. (4) Given the reactants [NH2:1][C:2]1[CH:3]=[C:4]([CH:21]=[CH:22][CH:23]=1)[O:5][C:6]1[CH:7]=[CH:8][C:9]2[N:10]([CH:12]=[C:13]([NH:15][C:16]([CH:18]3[CH2:20][CH2:19]3)=[O:17])[N:14]=2)[N:11]=1.[F:24][C:25]([F:36])([F:35])[C:26]1[N:31]=[C:30]([C:32](O)=[O:33])[CH:29]=[CH:28][N:27]=1.Cl.CN(C)CCCN=C=NCC.ON1C2C=CC=CC=2N=N1, predict the reaction product. The product is: [CH:18]1([C:16]([NH:15][C:13]2[N:14]=[C:9]3[CH:8]=[CH:7][C:6]([O:5][C:4]4[CH:3]=[C:2]([NH:1][C:32]([C:30]5[CH:29]=[CH:28][N:27]=[C:26]([C:25]([F:36])([F:24])[F:35])[N:31]=5)=[O:33])[CH:23]=[CH:22][CH:21]=4)=[N:11][N:10]3[CH:12]=2)=[O:17])[CH2:20][CH2:19]1. (5) Given the reactants [Cl:1][C:2]1[CH:3]=[C:4]2[C:9](=[CH:10][C:11]=1[OH:12])[O:8][CH:7]=[C:6]([C:13]1[CH:18]=[CH:17][CH:16]=[CH:15][C:14]=1[O:19]C)[C:5]2=[O:21].B(Br)(Br)Br, predict the reaction product. The product is: [Cl:1][C:2]1[CH:3]=[C:4]2[C:9](=[CH:10][C:11]=1[OH:12])[O:8][CH:7]=[C:6]([C:13]1[CH:18]=[CH:17][CH:16]=[CH:15][C:14]=1[OH:19])[C:5]2=[O:21].